Dataset: Forward reaction prediction with 1.9M reactions from USPTO patents (1976-2016). Task: Predict the product of the given reaction. Given the reactants Cl[CH2:2][CH2:3][S:4](Cl)(=[O:6])=[O:5].[NH2:8][C:9]1[N:13]([CH:14]2[CH2:19][CH2:18][CH2:17][NH:16][CH2:15]2)[N:12]=[C:11]([C:20]2[CH:25]=[CH:24][C:23]([O:26][C:27]3[CH:32]=[CH:31][CH:30]=[CH:29][CH:28]=3)=[CH:22][CH:21]=2)[C:10]=1[C:33]([NH2:35])=[O:34], predict the reaction product. The product is: [NH2:8][C:9]1[N:13]([CH:14]2[CH2:19][CH2:18][CH2:17][N:16]([S:4]([CH:3]=[CH2:2])(=[O:6])=[O:5])[CH2:15]2)[N:12]=[C:11]([C:20]2[CH:21]=[CH:22][C:23]([O:26][C:27]3[CH:32]=[CH:31][CH:30]=[CH:29][CH:28]=3)=[CH:24][CH:25]=2)[C:10]=1[C:33]([NH2:35])=[O:34].